Dataset: Full USPTO retrosynthesis dataset with 1.9M reactions from patents (1976-2016). Task: Predict the reactants needed to synthesize the given product. (1) Given the product [Cl:1][C:2]1[N:3]=[C:4]([NH:22][C:23]2[CH:28]=[CH:27][C:26]([F:29])=[CH:25][CH:24]=2)[C:5]2[C:10]([C:33]3[CH:34]=[CH:35][N:30]=[CH:31][CH:32]=3)=[CH:9][N:8]([S:12]([C:15]3[CH:21]=[CH:20][C:18]([CH3:19])=[CH:17][CH:16]=3)(=[O:14])=[O:13])[C:6]=2[N:7]=1, predict the reactants needed to synthesize it. The reactants are: [Cl:1][C:2]1[N:3]=[C:4]([NH:22][C:23]2[CH:28]=[CH:27][C:26]([F:29])=[CH:25][CH:24]=2)[C:5]2[C:10](I)=[CH:9][N:8]([S:12]([C:15]3[CH:21]=[CH:20][C:18]([CH3:19])=[CH:17][CH:16]=3)(=[O:14])=[O:13])[C:6]=2[N:7]=1.[N:30]1[CH:35]=[CH:34][C:33](B(O)O)=[CH:32][CH:31]=1.C([O-])([O-])=O.[Na+].[Na+]. (2) Given the product [O:10]([C:1]1[CH:3]=[C:4]([OH:5])[CH:6]=[CH:7][CH:8]=1)[C:9]1[CH:7]=[CH:8][CH:1]=[CH:3][CH:4]=1, predict the reactants needed to synthesize it. The reactants are: [C:1]1([CH:8]=[CH:7][CH:6]=[C:4]([OH:5])[CH:3]=1)O.[CH3:9][O-:10].[Na+]. (3) The reactants are: [CH3:1][C:2]1[CH:3]=[C:4]([OH:9])[CH:5]=[C:6]([OH:8])[CH:7]=1.O.CC(C)([O-])C.[K+].Br[CH2:18][CH:19]1[CH2:24][CH2:23][CH2:22][CH2:21][CH2:20]1. Given the product [CH:19]1([CH2:18][O:8][C:6]2[CH:5]=[C:4]([OH:9])[CH:3]=[C:2]([CH3:1])[CH:7]=2)[CH2:24][CH2:23][CH2:22][CH2:21][CH2:20]1, predict the reactants needed to synthesize it. (4) Given the product [NH2:31][C:29]1[CH:28]=[CH:27][C:3]([O:4][C:5]2[CH:10]=[C:9]([NH:11][C:12]([N:14]3[CH2:19][CH2:18][N:17]([CH:20]4[CH2:21][CH2:22][N:23]([CH3:26])[CH2:24][CH2:25]4)[CH2:16][CH2:15]3)=[O:13])[N:8]=[CH:7][N:6]=2)=[C:2]([F:1])[CH:30]=1, predict the reactants needed to synthesize it. The reactants are: [F:1][C:2]1[CH:30]=[C:29]([N+:31]([O-])=O)[CH:28]=[CH:27][C:3]=1[O:4][C:5]1[CH:10]=[C:9]([NH:11][C:12]([N:14]2[CH2:19][CH2:18][N:17]([CH:20]3[CH2:25][CH2:24][N:23]([CH3:26])[CH2:22][CH2:21]3)[CH2:16][CH2:15]2)=[O:13])[N:8]=[CH:7][N:6]=1. (5) Given the product [F:17][C:12]1[CH:13]=[CH:14][CH:15]=[CH:16][C:11]=1[C:4]1[S:3][C:2]([C:21]2[CH:22]=[CH:23][N:18]=[CH:19][CH:20]=2)=[C:6]2[CH2:7][CH2:8][C:9](=[O:10])[C:5]=12, predict the reactants needed to synthesize it. The reactants are: Cl[C:2]1[S:3][C:4]([C:11]2[CH:16]=[CH:15][CH:14]=[CH:13][C:12]=2[F:17])=[C:5]2[C:9](=[O:10])[CH2:8][CH2:7][C:6]=12.[N:18]1[CH:23]=[CH:22][C:21](B(O)O)=[CH:20][CH:19]=1.C([O-])(O)=O.[Na+]. (6) Given the product [CH:1]([C:4]1[CH:9]=[CH:8][C:7]([C:10]2[C:14]3[C:15]([CH3:22])=[C:16]([NH:21][C:24](=[O:31])[C:25]4[CH:30]=[CH:29][CH:28]=[CH:27][CH:26]=4)[C:17]([CH3:20])=[C:18]([CH3:19])[C:13]=3[O:12][C:11]=2[CH3:23])=[CH:6][CH:5]=1)([CH3:3])[CH3:2], predict the reactants needed to synthesize it. The reactants are: [CH:1]([C:4]1[CH:9]=[CH:8][C:7]([C:10]2[C:14]3[C:15]([CH3:22])=[C:16]([NH2:21])[C:17]([CH3:20])=[C:18]([CH3:19])[C:13]=3[O:12][C:11]=2[CH3:23])=[CH:6][CH:5]=1)([CH3:3])[CH3:2].[C:24](Cl)(=[O:31])[C:25]1[CH:30]=[CH:29][CH:28]=[CH:27][CH:26]=1. (7) Given the product [CH3:18][O:17][C:13]1[CH:12]=[C:11]([C:9]2[NH:10][C:4]3[C:5]([N:8]=2)=[N:6][CH:7]=[C:2]([C:19]2[CH:24]=[CH:23][CH:22]=[CH:21][CH:20]=2)[CH:3]=3)[CH:16]=[CH:15][CH:14]=1, predict the reactants needed to synthesize it. The reactants are: Br[C:2]1[CH:3]=[C:4]2[NH:10][C:9]([C:11]3[CH:16]=[CH:15][CH:14]=[C:13]([O:17][CH3:18])[CH:12]=3)=[N:8][C:5]2=[N:6][CH:7]=1.[C:19]1(OB(O)O)[CH:24]=[CH:23][CH:22]=[CH:21][CH:20]=1.C(=O)([O-])[O-].[Na+].[Na+].C1(C)C=CC=CC=1.